Binary Classification. Given a miRNA mature sequence and a target amino acid sequence, predict their likelihood of interaction. From a dataset of Experimentally validated miRNA-target interactions with 360,000+ pairs, plus equal number of negative samples. (1) The miRNA is cel-miR-238-3p with sequence UUUGUACUCCGAUGCCAUUCAGA. The protein sequence of the target gene is MAAPWWRAALCECRRWRGFSTSAVLGRRTPPLGPMPNSDIDLSNLERLEKYRSFDRYRRRAEQEAQAPHWWRTYREYFGEKTDPKEKIDIGLPPPKVSRTQQLLERKQAIQELRANVEEERAARLRTASVPLDAVRAEWERTCGPYHKQRLAEYYGLYRDLFHGATFVPRVPLHVAYAVGEDDLMPVYCGNEVTPTEAAQAPEVTYEAEEGSLWTLLLTSLDGHLLEPDAEYLHWLLTNIPGNRVAEGQVTCPYLPPFPARGSGIHRLAFLLFKQDQPIDFSEDARPSPCYQLAQRTFRT.... Result: 0 (no interaction). (2) The miRNA is hsa-miR-3920 with sequence ACUGAUUAUCUUAACUCUCUGA. The protein sequence of the target gene is MLANSASVRILIKGGKVVNDDCTHEADVYIESGIIQQVGRELMIPGGAKVIDATGKLVIPGGIDTSTHFHQTFMNATCVDDFYHGTKAALVGGTTMIIGHVLPDKETSLVEAYEKCRALADPKVCCDYALHVGITWWAPKVKAEMETLVREKGVNSFQMFMTYKDLYMLRDSELYQVFHACRDIGAIPRVHAENGELVAEGAKEALDLGITGPEGIEISHPEELEAEATHRVITIANRTHCPIYLVNVSSISAGDVIAAAKMQGKVVLAETTNAHATLTGLHYYHQDWSHAAAYVTVPPL.... Result: 0 (no interaction). (3) The miRNA is hsa-miR-182-5p with sequence UUUGGCAAUGGUAGAACUCACACU. The protein sequence of the target gene is MAESEVLHRRAPSRSSWLRVRKARPHLLLSRRGRRRFGVLTRVELRRLRRRLLRAHALGGDWKQVAPAGAHVAVKCKLRARSRPAPRSPPTPSVPPAPCTASATCSLLNPRNHSTPQSRAGRPVRKVSPNVTQPVRDLGSGRVLMMLPPGEGFTFSGICRVTCVYGQLEVYGHIINQGQPPQDVFSVYTHSYLTINGVPYAEPEKSEKAIRREIRALLKPYTKLDDRNWVVRYFPPLGSIMILERMQSRFVDFLKTYKCSSYVLLQENAPVRVNSEFTTLKKIGIRRQKRKKAICLSESG.... Result: 0 (no interaction). (4) The miRNA is hsa-miR-183-5p with sequence UAUGGCACUGGUAGAAUUCACU. The protein sequence of the target gene is MATQGHLTFKDVAIEFSQEEWKCLEPVQKALYKDVMLENYRNLVFLGISPKCVIKELPPTENSNTGERFQTVALERHQSYDIENLYFREIQKHLHDLEFQWKDGETNDKEVPVPHENNLTGKRDQHSQGDVENNHIENQLTSNFESRLAELQKVQTEGRLYECNETEKTGNNGCLVSPHIREKTYVCNECGKAFKASSSLINHQRIHTTEKPYKCNECGKAFHRASLLTVHKVVHTRGKSYQCDVCGKIFRKNSYFVRHQRSHTGQKPYICNECGKSFSKSSHLAVHQRIHTGEKPYKCN.... Result: 1 (interaction). (5) The protein sequence of the target gene is MSEGNAAGEPSTPGGPRPLLTGARGLIGRRPAPPLTPGRLPSIRSRDLTLGGVKKKTFTPNIISRKIKEEPKEEVTVKKEKRERDRDRQREGHGRGRGRPEVIQSHSIFEQGPAEMMKKKGNWDKTVDVSDMGPSHIINIKKEKRETDEETKQILRMLEKDDFLDDPGLRNDTRNMPVQLPLAHSGWLFKEENDEPDVKPWLAGPKEEDMEVDIPAVKVKEEPRDEEEEAKMKAPPKAARKTPGLPKDVSVAELLRELSLTKEEELLFLQLPDTLPGQPPTQDIKPIKTEVQGEDGQVVL.... The miRNA is hsa-miR-3152-5p with sequence AUUGCCUCUGUUCUAACACAAG. Result: 0 (no interaction). (6) The miRNA is hsa-miR-718 with sequence CUUCCGCCCCGCCGGGCGUCG. The protein sequence of the target gene is MEPLKSLFLKSPLGSWNGSGSGGGGGGGGGRPEGSPKAAGYANPVWTALFDYEPSGQDELALRKGDRVEVLSRDAAISGDEGWWAGQVGGQVGIFPSNYVSRGGGPPPCEVASFQELRLEEVIGIGGFGKVYRGSWRGELVAVKAARQDPDEDISVTAESVRQEARLFAMLAHPNIIALKAVCLEEPNLCLVMEYAAGGPLSRALAGRRVPPHVLVNWAVQIARGMHYLHCEALVPVIHRDLKSNNILLLQPIESDDMEHKTLKITDFGLAREWHKTTQMSAAGTYAWMAPEVIKASTFS.... Result: 0 (no interaction). (7) The miRNA is hsa-miR-4736 with sequence AGGCAGGUUAUCUGGGCUG. The protein sequence of the target gene is MNDRSSRRRTMKDDETFEISIPFDEAPHLDPQIFYSLSPSRRNFEEPPEAASSALALMNSVKTQLHMALERNSWLQKRIEDLEEERDFLRCQLDKFISSARMEAEDHCRMKPGPRRMEGDSRGGAGGEASDPESAASSLSGASEEGSASERRRQKQKGGASRRRFGKPKARERQRVKDADGVLCRYKKILGTFQKLKSMSRAFEHHRVDRNTVALTTPIAELLIVAPEKLAEVGEFDPSKERLLEYSRRCFLALDDETLKKVQALKKSKLLLPITYRFKR. Result: 1 (interaction).